From a dataset of Cav3 T-type calcium channel HTS with 100,875 compounds. Binary Classification. Given a drug SMILES string, predict its activity (active/inactive) in a high-throughput screening assay against a specified biological target. (1) The compound is O=C1N(CCC2CCN(CC2)C(=O)Nc2ccccc2)CCC1. The result is 0 (inactive). (2) The drug is S(=O)(=O)(N1C(CCCC1)C)c1ccc(S(=O)(=O)N2CCN(CC2)c2ccccc2)cc1. The result is 0 (inactive). (3) The result is 1 (active). The drug is S(=O)(=O)(N(C)C)c1ccc(cc1)C(=O)Nc1oc(nn1)c1cc2CCCCc2cc1. (4) The molecule is O=c1n(c(=O)n(c2nc[nH]c12)C)C. The result is 0 (inactive). (5) The molecule is s1c(c(n(c2ccc(cc2)C)c1=S)N)C(=O)NCC. The result is 0 (inactive). (6) The molecule is Ic1c(OCCN(CC)CC)c(I)cc(C(=O)c2c(oc3c2cccc3)CCCC)c1. The result is 0 (inactive).